This data is from Reaction yield outcomes from USPTO patents with 853,638 reactions. The task is: Predict the reaction yield, written as a fraction of the theoretical maximum amount of product (1.0 means a 100% yield; for example, 0.34 means a 34% yield). (1) The reactants are [CH3:1][C:2]1[CH:11]=[CH:10][C:9]2[C:4](=[CH:5][CH:6]=[CH:7][C:8]=2[N:12]2[CH2:17][CH2:16][N:15]([CH2:18][CH2:19][C:20]3[CH:21]=[C:22]([NH:26][C:27](=[O:29])[CH3:28])[CH:23]=[CH:24][CH:25]=3)[CH2:14][CH2:13]2)[N:3]=1.[H-].[Na+].I[CH3:33]. The catalyst is C1COCC1. The product is [CH3:33][N:26]([C:22]1[CH:23]=[CH:24][CH:25]=[C:20]([CH2:19][CH2:18][N:15]2[CH2:14][CH2:13][N:12]([C:8]3[CH:7]=[CH:6][CH:5]=[C:4]4[C:9]=3[CH:10]=[CH:11][C:2]([CH3:1])=[N:3]4)[CH2:17][CH2:16]2)[CH:21]=1)[C:27](=[O:29])[CH3:28]. The yield is 0.610. (2) The reactants are [C:1]([OH:7])(=[O:6])[CH2:2][C:3]([OH:5])=[O:4].[CH2:8]([K])[CH3:9].Cl. The catalyst is O. The product is [C:1]([O:7][CH2:8][CH3:9])(=[O:6])[CH2:2][C:3]([OH:5])=[O:4]. The yield is 0.990. (3) The reactants are [CH2:1]([O:8][C:9]1[CH:18]=[C:17]2[C:12]([C:13]([O:19][C:20]3[CH:26]=[CH:25][C:23]([NH2:24])=[C:22]([CH3:27])[C:21]=3[CH3:28])=[CH:14][CH:15]=[N:16]2)=[CH:11][C:10]=1[O:29][CH3:30])[C:2]1[CH:7]=[CH:6][CH:5]=[CH:4][CH:3]=1.[F:31][C:32]1[CH:37]=[C:36]([F:38])[CH:35]=[CH:34][C:33]=1[N:39]=[C:40]=[O:41].CO. The catalyst is CN(C)C=O. The product is [CH2:1]([O:8][C:9]1[CH:18]=[C:17]2[C:12]([C:13]([O:19][C:20]3[CH:26]=[CH:25][C:23]([NH:24][C:40]([NH:39][C:33]4[CH:34]=[CH:35][C:36]([F:38])=[CH:37][C:32]=4[F:31])=[O:41])=[C:22]([CH3:27])[C:21]=3[CH3:28])=[CH:14][CH:15]=[N:16]2)=[CH:11][C:10]=1[O:29][CH3:30])[C:2]1[CH:7]=[CH:6][CH:5]=[CH:4][CH:3]=1. The yield is 0.610. (4) The reactants are [CH:1]1[C:10]2[C:5](=[CH:6][CH:7]=[N:8][CH:9]=2)[CH:4]=[C:3]([C:11]([O-:13])=O)[N:2]=1.[NH2:14][NH2:15].Cl.[N:17]([O-])=O.[Na+].C([O-])(O)=O.[Na+]. The catalyst is O.C(O)C. The product is [CH:1]1[C:10]2[C:5](=[CH:6][CH:7]=[N:8][CH:9]=2)[CH:4]=[C:3]([C:11]([N:14]=[N+:15]=[N-:17])=[O:13])[N:2]=1. The yield is 0.950.